Dataset: Forward reaction prediction with 1.9M reactions from USPTO patents (1976-2016). Task: Predict the product of the given reaction. (1) Given the reactants C(OC(=O)[NH:7][CH2:8][CH2:9][CH2:10][N:11]1[CH2:18][CH:17]2[O:19][CH:13]([CH2:14][N:15]([CH2:20][CH2:21][O:22][C:23]3[CH:28]=[CH:27][C:26]([C:29]#[N:30])=[CH:25][C:24]=3[F:31])[CH2:16]2)[CH2:12]1)(C)(C)C.[F:33][C:34]([F:39])([F:38])[C:35]([OH:37])=[O:36], predict the reaction product. The product is: [OH:37][C:35]([C:34]([F:39])([F:38])[F:33])=[O:36].[NH2:7][CH2:8][CH2:9][CH2:10][N:11]1[CH2:18][CH:17]2[O:19][CH:13]([CH2:14][N:15]([CH2:20][CH2:21][O:22][C:23]3[CH:28]=[CH:27][C:26]([C:29]#[N:30])=[CH:25][C:24]=3[F:31])[CH2:16]2)[CH2:12]1. (2) Given the reactants O=P12OP3(OP(OP(O3)(O1)=O)(=O)O2)=O.[C:15]1([C:21]2[C:25]([NH:26][CH2:27][C:28]3[CH:33]=[CH:32][CH:31]=[CH:30][CH:29]=3)=[C:24]([C:34]3[CH:39]=[CH:38][CH:37]=[CH:36][CH:35]=3)[NH:23][N:22]=2)[CH:20]=[CH:19][CH:18]=[CH:17][CH:16]=1.P(Cl)(Cl)(Cl)=O.C(=O)([O-])O.[Na+], predict the reaction product. The product is: [C:15]1([C:21]2[C:25]3[N:26]=[C:27]([C:28]4[CH:29]=[CH:30][CH:31]=[CH:32][CH:33]=4)[C:39]4[CH:38]=[CH:37][CH:36]=[CH:35][C:34]=4[C:24]=3[NH:23][N:22]=2)[CH:20]=[CH:19][CH:18]=[CH:17][CH:16]=1. (3) Given the reactants [OH-].[Na+:2].C([O:5][C:6](=[O:41])[CH2:7][C:8]1[CH:13]=[C:12]([C:14]2[CH:19]=[CH:18][C:17]([C:20]([CH2:38][CH3:39])([C:23]3[CH:28]=[CH:27][C:26]([CH2:29][CH2:30][CH:31]([OH:36])[C:32]([CH3:35])([CH3:34])[CH3:33])=[C:25]([CH3:37])[CH:24]=3)[CH2:21][CH3:22])=[CH:16][C:15]=2[CH3:40])[N:11]=[N:10][CH:9]=1)C, predict the reaction product. The product is: [CH2:21]([C:20]([C:17]1[CH:18]=[CH:19][C:14]([C:12]2[N:11]=[N:10][CH:9]=[C:8]([CH2:7][C:6]([O-:41])=[O:5])[CH:13]=2)=[C:15]([CH3:40])[CH:16]=1)([C:23]1[CH:28]=[CH:27][C:26]([CH2:29][CH2:30][CH:31]([OH:36])[C:32]([CH3:34])([CH3:35])[CH3:33])=[C:25]([CH3:37])[CH:24]=1)[CH2:38][CH3:39])[CH3:22].[Na+:2]. (4) Given the reactants Br[C:2]1[CH:3]=[C:4]2[C:8](=[C:9]([CH2:11][CH3:12])[CH:10]=1)[NH:7][N:6]=[CH:5]2.[C:13](=O)([O-:15])[O-:14].[Na+].[Na+], predict the reaction product. The product is: [CH2:11]([C:9]1[CH:10]=[C:2]([C:13]([OH:15])=[O:14])[CH:3]=[C:4]2[C:8]=1[NH:7][N:6]=[CH:5]2)[CH3:12]. (5) Given the reactants [C:1]([N:5]1[C:9]2[CH:10]=[CH:11][CH:12]=[CH:13][C:8]=2[O:7][C:6]1=[O:14])(=[O:4])[CH2:2][CH3:3].[CH3:15][O:16][CH2:17][CH2:18][O:19][CH2:20][CH:21]=[O:22], predict the reaction product. The product is: [CH3:15][O:16][CH2:17][CH2:18][O:19][CH2:20][C@@H:21]([OH:22])[C@@H:2]([CH3:3])[C:1]([N:5]1[C:9]2[CH:10]=[CH:11][CH:12]=[CH:13][C:8]=2[O:7][C:6]1=[O:14])=[O:4]. (6) Given the reactants F[C:2]1[CH:7]=[C:6]([F:8])[CH:5]=[CH:4][C:3]=1[N+:9]([O-])=O.[F:12][C:13]([F:18])([F:17])[C@H:14]([OH:16])[CH3:15], predict the reaction product. The product is: [F:8][C:6]1[CH:5]=[CH:4][C:3]([NH2:9])=[C:2]([O:16][C@H:14]([CH3:15])[C:13]([F:18])([F:17])[F:12])[CH:7]=1. (7) Given the reactants Br[C:2]1[CH:7]=[CH:6][CH:5]=[C:4]([F:8])[N:3]=1.C([O-])(=O)C.[K+].[B:14]1([B:14]2[O:18][C:17]([CH3:20])([CH3:19])[C:16]([CH3:22])([CH3:21])[O:15]2)[O:18][C:17]([CH3:20])([CH3:19])[C:16]([CH3:22])([CH3:21])[O:15]1, predict the reaction product. The product is: [F:8][C:4]1[CH:5]=[CH:6][CH:7]=[C:2]([B:14]2[O:18][C:17]([CH3:20])([CH3:19])[C:16]([CH3:22])([CH3:21])[O:15]2)[N:3]=1. (8) Given the reactants [CH2:1]([O:8][C:9]([N:11]1[C:15]2([CH2:20][CH2:19][N:18]([CH3:21])[CH2:17][CH2:16]2)[S:14][CH2:13][C@H:12]1[C:22]([OH:24])=O)=[O:10])[C:2]1[CH:7]=[CH:6][CH:5]=[CH:4][CH:3]=1.C(OC(N1C(C(=O)[NH:41][C:42]2[S:43][CH:44]=[C:45]([C:47]3[CH:52]=[CH:51][C:50]([C:53](=[O:58])[NH:54][CH:55]4[CH2:57][CH2:56]4)=[CH:49][CH:48]=3)[N:46]=2)CSC1C1C=CC=C(CN2CCOCC2)C=1)=O)C1C=CC=CC=1, predict the reaction product. The product is: [CH2:1]([O:8][C:9]([N:11]1[C:15]2([CH2:16][CH2:17][N:18]([CH3:21])[CH2:19][CH2:20]2)[S:14][CH2:13][CH:12]1[C:22](=[O:24])[NH:41][C:42]1[S:43][CH:44]=[C:45]([C:47]2[CH:48]=[CH:49][C:50]([C:53](=[O:58])[NH:54][CH:55]3[CH2:57][CH2:56]3)=[CH:51][CH:52]=2)[N:46]=1)=[O:10])[C:2]1[CH:7]=[CH:6][CH:5]=[CH:4][CH:3]=1. (9) Given the reactants [Cl:1][C:2]1[CH:3]=[CH:4][C:5]([OH:25])=[C:6]([CH:24]=1)[C:7]([NH:9][C:10]1[CH:15]=[C:14]([C:16]([F:19])([F:18])[F:17])[CH:13]=[C:12]([C:20]([F:23])([F:22])[F:21])[CH:11]=1)=[O:8].Cl[CH2:27][O:28][C:29]([N:31]1[CH2:41][CH2:40][CH:34]([C:35]([O:37][CH2:38][CH3:39])=[O:36])[CH2:33][CH2:32]1)=[O:30], predict the reaction product. The product is: [Cl:1][C:2]1[CH:3]=[CH:4][C:5]([O:25][CH2:27][O:28][C:29]([N:31]2[CH2:41][CH2:40][CH:34]([C:35]([O:37][CH2:38][CH3:39])=[O:36])[CH2:33][CH2:32]2)=[O:30])=[C:6]([CH:24]=1)[C:7]([NH:9][C:10]1[CH:15]=[C:14]([C:16]([F:19])([F:18])[F:17])[CH:13]=[C:12]([C:20]([F:21])([F:22])[F:23])[CH:11]=1)=[O:8]. (10) Given the reactants [F:1][C:2]([F:20])([F:19])[C:3]([NH:5][C:6]1[CH:11]=[CH:10][C:9]([CH2:12][C:13]2[CH:18]=[CH:17][N:16]=[CH:15][CH:14]=2)=[CH:8][CH:7]=1)=[O:4], predict the reaction product. The product is: [F:20][C:2]([F:1])([F:19])[C:3]([NH:5][C:6]1[CH:7]=[CH:8][C:9]([CH2:12][CH:13]2[CH2:14][CH2:15][NH:16][CH2:17][CH2:18]2)=[CH:10][CH:11]=1)=[O:4].